This data is from Forward reaction prediction with 1.9M reactions from USPTO patents (1976-2016). The task is: Predict the product of the given reaction. Given the reactants C(OC([N:8]1[CH2:13][CH2:12][CH:11]([C:14]2[C:22]3[S:21][C:20]([NH:23][C:24]([C:26]4[CH:31]=[CH:30][N:29]=[C:28]([O:32][CH3:33])[CH:27]=4)=[O:25])=[N:19][C:18]=3[C:17]([O:34][CH3:35])=[CH:16][CH:15]=2)[CH2:10][CH2:9]1)=O)(C)(C)C, predict the reaction product. The product is: [CH3:33][O:32][C:28]1[CH:27]=[C:26]([CH:31]=[CH:30][N:29]=1)[C:24]([NH:23][C:20]1[S:21][C:22]2[C:14]([CH:11]3[CH2:10][CH2:9][NH:8][CH2:13][CH2:12]3)=[CH:15][CH:16]=[C:17]([O:34][CH3:35])[C:18]=2[N:19]=1)=[O:25].